From a dataset of Forward reaction prediction with 1.9M reactions from USPTO patents (1976-2016). Predict the product of the given reaction. (1) Given the reactants [CH3:1][N:2]1[CH:6]=[CH:5][N:4]=[CH:3]1.C(N(CC)CC)C.Cl[C:15]([O:17][CH2:18][CH3:19])=[O:16], predict the reaction product. The product is: [CH3:1][N:2]1[CH:6]=[CH:5][N:4]=[C:3]1[C:15]([O:17][CH2:18][CH3:19])=[O:16]. (2) Given the reactants [NH:1]1[C:9]2[CH2:8][CH2:7][CH2:6][CH2:5][C:4]=2[CH2:3][C@H:2]1[C:10]([O:12][CH2:13][C:14]1[CH:19]=[CH:18][CH:17]=[CH:16][CH:15]=1)=[O:11].ClCCl.[C:23]([O:27][C:28]([NH:30][C@@H:31]([CH3:35])[C:32](Cl)=[O:33])=[O:29])([CH3:26])([CH3:25])[CH3:24], predict the reaction product. The product is: [C:23]([O:27][C:28]([NH:30][C@@H:31]([CH3:35])[C:32]([N:1]1[C:9]2[CH2:8][CH2:7][CH2:6][CH2:5][C:4]=2[CH2:3][C@H:2]1[C:10]([O:12][CH2:13][C:14]1[CH:19]=[CH:18][CH:17]=[CH:16][CH:15]=1)=[O:11])=[O:33])=[O:29])([CH3:26])([CH3:25])[CH3:24]. (3) Given the reactants [NH2:1][CH:2]1[CH2:7][N:6]([C:8](=[O:20])[C:9]2[CH:14]=[CH:13][CH:12]=[C:11]([C:15]3[O:16][CH:17]=[CH:18][CH:19]=3)[CH:10]=2)[CH2:5][CH:4]([C:21]([NH:23][C:24]2[CH:29]=[CH:28][C:27]([Cl:30])=[CH:26][CH:25]=2)=[O:22])[CH2:3]1.C(N(CC)CC)C.Cl[C:39]([O:41][CH2:42][CH3:43])=[O:40], predict the reaction product. The product is: [Cl:30][C:27]1[CH:26]=[CH:25][C:24]([NH:23][C:21]([CH:4]2[CH2:5][N:6]([C:8](=[O:20])[C:9]3[CH:14]=[CH:13][CH:12]=[C:11]([C:15]4[O:16][CH:17]=[CH:18][CH:19]=4)[CH:10]=3)[CH2:7][CH:2]([NH:1][C:39](=[O:40])[O:41][CH2:42][CH3:43])[CH2:3]2)=[O:22])=[CH:29][CH:28]=1. (4) Given the reactants [NH2:1][C:2]1[CH:7]=[CH:6][C:5]([C:8]#[C:9][C:10]2[C:11]([C:15]3[CH:20]=[C:19]([Cl:21])[CH:18]=[CH:17][C:16]=3[OH:22])=[N:12][NH:13][CH:14]=2)=[CH:4][CH:3]=1.[C:23]([O:27][C:28]([N:30]1[CH2:35][CH2:34][O:33][CH2:32][C@H:31]1[C:36](O)=[O:37])=[O:29])([CH3:26])([CH3:25])[CH3:24].C(N=C=NC(C)C)(C)C.O[Li].O.C(O)(=O)C, predict the reaction product. The product is: [C:23]([O:27][C:28]([N:30]1[CH2:35][CH2:34][O:33][CH2:32][C@H:31]1[C:36](=[O:37])[NH:1][C:2]1[CH:7]=[CH:6][C:5]([C:8]#[C:9][C:10]2[C:11]([C:15]3[CH:20]=[C:19]([Cl:21])[CH:18]=[CH:17][C:16]=3[OH:22])=[N:12][NH:13][CH:14]=2)=[CH:4][CH:3]=1)=[O:29])([CH3:26])([CH3:25])[CH3:24]. (5) Given the reactants [Br:1][C:2]1[CH:11]=[C:10]2[C:5]([CH2:6][CH2:7][NH:8][CH2:9]2)=[CH:4][CH:3]=1.Br[C:13]1[CH:14]=[CH:15][C:16]([C:19]#[N:20])=[N:17][CH:18]=1.C(=O)([O-])[O-].[K+].[K+], predict the reaction product. The product is: [Br:1][C:2]1[CH:11]=[C:10]2[C:5]([CH2:6][CH2:7][N:8]([C:13]3[CH:14]=[CH:15][C:16]([C:19]#[N:20])=[N:17][CH:18]=3)[CH2:9]2)=[CH:4][CH:3]=1. (6) Given the reactants [Br:1][C:2]1[CH:3]=[C:4]([CH3:9])[C:5]([NH2:8])=[N:6][CH:7]=1.[Cl:10][C:11]1[CH:12]=[C:13]([CH:16]=[CH:17][CH:18]=1)[CH:14]=O.O.C1(C)C=CC(S(O)(=O)=O)=CC=1.[N+:31]([C:33]([CH3:36])([CH3:35])[CH3:34])#[C-:32], predict the reaction product. The product is: [Br:1][C:2]1[CH:3]=[C:4]([CH3:9])[C:5]2[N:6]([C:32]([NH:31][C:33]([CH3:36])([CH3:35])[CH3:34])=[C:14]([C:13]3[CH:16]=[CH:17][CH:18]=[C:11]([Cl:10])[CH:12]=3)[N:8]=2)[CH:7]=1. (7) Given the reactants Br[C:2]1[CH:22]=[CH:21][C:5]([C:6]([N:8]2[CH2:13][CH2:12][N:11]([C:14]([O:16][C:17]([CH3:20])([CH3:19])[CH3:18])=[O:15])[CH2:10][CH2:9]2)=[O:7])=[CH:4][C:3]=1[Cl:23].CC1(C)C(C)(C)OB([C:32]2[CH:33]=[C:34]3[C:38](=[CH:39][CH:40]=2)[NH:37][CH:36]=[CH:35]3)O1.P([O-])([O-])([O-])=O.[K+].[K+].[K+], predict the reaction product. The product is: [Cl:23][C:3]1[CH:4]=[C:5]([CH:21]=[CH:22][C:2]=1[C:32]1[CH:33]=[C:34]2[C:38](=[CH:39][CH:40]=1)[NH:37][CH:36]=[CH:35]2)[C:6]([N:8]1[CH2:13][CH2:12][N:11]([C:14]([O:16][C:17]([CH3:20])([CH3:19])[CH3:18])=[O:15])[CH2:10][CH2:9]1)=[O:7].